Dataset: Forward reaction prediction with 1.9M reactions from USPTO patents (1976-2016). Task: Predict the product of the given reaction. Given the reactants [Cl:1][C:2]1[CH:9]=[CH:8][CH:7]=[C:6]([F:10])[C:3]=1[CH:4]=O.[N+:11]([C:13]1[CH:22]=[CH:21][C:16]2[O:17][CH2:18][CH2:19][O:20][C:15]=2[CH:14]=1)#[C-:12].[CH3:23][O:24][C:25]1[CH:26]=[N:27][C:28]([NH2:31])=[N:29][CH:30]=1.[Br-].C([N+]1C=CN(C)C=1)CCC, predict the reaction product. The product is: [Cl:1][C:2]1[CH:9]=[CH:8][CH:7]=[C:6]([F:10])[C:3]=1[C:4]1[N:31]=[C:28]2[N:29]=[CH:30][C:25]([O:24][CH3:23])=[CH:26][N:27]2[C:12]=1[NH:11][C:13]1[CH:22]=[CH:21][C:16]2[O:17][CH2:18][CH2:19][O:20][C:15]=2[CH:14]=1.